This data is from Catalyst prediction with 721,799 reactions and 888 catalyst types from USPTO. The task is: Predict which catalyst facilitates the given reaction. (1) The catalyst class is: 1. Product: [C:5]([O:9][C:10](=[O:28])[N:11]([CH2:15][C:16]1[CH:21]=[C:20]([CH2:22][CH2:23][NH2:24])[CH:19]=[CH:18][C:17]=1[Cl:27])[CH:12]1[CH2:13][CH2:14]1)([CH3:8])([CH3:6])[CH3:7]. Reactant: P(C)(C)C.[C:5]([O:9][C:10](=[O:28])[N:11]([CH2:15][C:16]1[CH:21]=[C:20]([CH2:22][CH2:23][N:24]=[N+]=[N-])[CH:19]=[CH:18][C:17]=1[Cl:27])[CH:12]1[CH2:14][CH2:13]1)([CH3:8])([CH3:7])[CH3:6].P([O-])([O-])([O-])=O. (2) Reactant: FC(F)(F)C(O)=O.[NH2:8][C@@H:9]([CH2:14][C:15]1[CH:20]=[CH:19][C:18]([CH:21]2[S:25](=[O:27])(=[O:26])[NH:24][C:23](=[O:28])[CH2:22]2)=[C:17]([CH3:29])[CH:16]=1)[C:10]([O:12]C)=[O:11].C(N(CC)CC)C.Cl[C:38]([O:40][CH2:41][C:42]1[CH:47]=[CH:46][CH:45]=[CH:44][CH:43]=1)=[O:39].[OH-].[Li+].Cl. Product: [CH2:41]([O:40][C:38]([NH:8][C@@H:9]([CH2:14][C:15]1[CH:20]=[CH:19][C:18]([CH:21]2[S:25](=[O:27])(=[O:26])[NH:24][C:23](=[O:28])[CH2:22]2)=[C:17]([CH3:29])[CH:16]=1)[C:10]([OH:12])=[O:11])=[O:39])[C:42]1[CH:47]=[CH:46][CH:45]=[CH:44][CH:43]=1. The catalyst class is: 24. (3) Product: [C:1]([O:5][C:6]([N:8]1[CH2:12][CH2:11][CH2:10][C@H:9]1[CH:13]([CH2:14][C:15]1[CH:16]=[CH:17][C:18]([Cl:21])=[CH:19][CH:20]=1)[O:22][C:23]1[CH:24]=[C:25]2[C:29](=[CH:30][CH:31]=1)[NH:28][C:27]([CH2:32][C:33]([C:36]([OH:38])=[O:37])([CH3:35])[CH3:34])=[C:26]2[S:41][C:42]([CH3:43])([CH3:44])[CH3:45])=[O:7])([CH3:2])([CH3:3])[CH3:4]. Reactant: [C:1]([O:5][C:6]([N:8]1[CH2:12][CH2:11][CH2:10][C@H:9]1[CH:13]([O:22][C:23]1[CH:24]=[C:25]2[C:29](=[CH:30][CH:31]=1)[NH:28][C:27]([CH2:32][C:33]([C:36]([O:38]CC)=[O:37])([CH3:35])[CH3:34])=[C:26]2[S:41][C:42]([CH3:45])([CH3:44])[CH3:43])[CH2:14][C:15]1[CH:20]=[CH:19][C:18]([Cl:21])=[CH:17][CH:16]=1)=[O:7])([CH3:4])([CH3:3])[CH3:2].C1COCC1.[OH-].[Li+].C(O)(=O)CC(CC(O)=O)(C(O)=O)O. The catalyst class is: 24. (4) The catalyst class is: 52. Product: [CH3:1][O:2][C:3](=[O:16])[CH2:4][CH:5]([C:9]1[CH:10]=[CH:11][C:12]([OH:15])=[C:13]([N+:17]([O-:19])=[O:18])[CH:14]=1)[C:6]#[C:7][CH3:8]. Reactant: [CH3:1][O:2][C:3](=[O:16])[CH2:4][CH:5]([C:9]1[CH:14]=[CH:13][C:12]([OH:15])=[CH:11][CH:10]=1)[C:6]#[C:7][CH3:8].[N+:17]([O-])([OH:19])=[O:18]. (5) Reactant: Cl.[NH2:2][C@H:3]([C:5]1[C:6](=[O:16])[NH:7][C:8]2[C:13]([CH:14]=1)=[CH:12][C:11]([Cl:15])=[CH:10][CH:9]=2)[CH3:4].[CH3:17][O:18][C:19](=[O:28])[NH:20][C:21]1[CH:26]=[CH:25][N:24]=[C:23](Cl)[N:22]=1.CCN(C(C)C)C(C)C.O. The catalyst class is: 16. Product: [CH3:17][O:18][C:19](=[O:28])[NH:20][C:21]1[CH:26]=[CH:25][N:24]=[C:23]([NH:2][C@H:3]([C:5]2[C:6](=[O:16])[NH:7][C:8]3[C:13]([CH:14]=2)=[CH:12][C:11]([Cl:15])=[CH:10][CH:9]=3)[CH3:4])[N:22]=1. (6) Reactant: [CH3:1][C:2]1[N+:7]([CH3:8])=[C:6]([NH2:9])[N:5]=[C:4]([NH:10][C:11]2[CH:16]=[C:15]([C:17]([CH3:19])=[O:18])[CH:14]=[CH:13][CH:12]=2)[CH:3]=1.C(C1C=C(NC2C=C(C)N=C(N)N=2)C=CC=1)(=O)C.C[I:39]. Product: [I-:39].[C:17]([C:15]1[CH:16]=[C:11]([NH:10][C:4]2[CH:3]=[C:2]([CH3:1])[N+:7]([CH3:8])=[C:6]([NH2:9])[N:5]=2)[CH:12]=[CH:13][CH:14]=1)(=[O:18])[CH3:19]. The catalyst class is: 21. (7) Reactant: [Br:1][C:2]1[CH:7]=[CH:6][C:5]([OH:8])=[CH:4][CH:3]=1.N1C=CN=C1.[C:14]([Si:18](Cl)([CH3:20])[CH3:19])([CH3:17])([CH3:16])[CH3:15].O. Product: [Br:1][C:2]1[CH:7]=[CH:6][C:5]([O:8][Si:18]([C:14]([CH3:17])([CH3:16])[CH3:15])([CH3:20])[CH3:19])=[CH:4][CH:3]=1. The catalyst class is: 9. (8) Reactant: [Br:1][C:2]1[C:3]([CH3:14])=[CH:4][C:5]([O:12][CH3:13])=[C:6]([S:8]([NH2:11])(=[O:10])=[O:9])[CH:7]=1.CN(P(N(C)C)(N(C)C)=O)C.[Li+].CC([N-]C(C)C)C.[C:34](=[O:36])=[O:35]. Product: [Br:1][C:2]1[CH:7]=[C:6]([S:8](=[O:10])(=[O:9])[NH2:11])[C:5]([O:12][CH3:13])=[CH:4][C:3]=1[CH2:14][C:34]([OH:36])=[O:35]. The catalyst class is: 1. (9) Reactant: [Cl:1][C:2]1[CH:3]=[CH:4][C:5]([OH:26])=[C:6]([C:8]2[C:12]([NH:13][C:14]([C:16]3[CH:17]=[N:18][N:19]4[CH:24]=[CH:23][CH:22]=[N:21][C:20]=34)=[O:15])=[CH:11][N:10]([CH3:25])[N:9]=2)[CH:7]=1.I[CH2:28][CH3:29].C(=O)([O-])[O-].[K+].[K+]. Product: [Cl:1][C:2]1[CH:3]=[CH:4][C:5]([O:26][CH2:28][CH3:29])=[C:6]([C:8]2[C:12]([NH:13][C:14]([C:16]3[CH:17]=[N:18][N:19]4[CH:24]=[CH:23][CH:22]=[N:21][C:20]=34)=[O:15])=[CH:11][N:10]([CH3:25])[N:9]=2)[CH:7]=1. The catalyst class is: 21.